From a dataset of NCI-60 drug combinations with 297,098 pairs across 59 cell lines. Regression. Given two drug SMILES strings and cell line genomic features, predict the synergy score measuring deviation from expected non-interaction effect. (1) Drug 1: C1CCN(CC1)CCOC2=CC=C(C=C2)C(=O)C3=C(SC4=C3C=CC(=C4)O)C5=CC=C(C=C5)O. Drug 2: CC12CCC(CC1=CCC3C2CCC4(C3CC=C4C5=CN=CC=C5)C)O. Cell line: SN12C. Synergy scores: CSS=1.50, Synergy_ZIP=-0.0990, Synergy_Bliss=0.518, Synergy_Loewe=-0.692, Synergy_HSA=-0.328. (2) Drug 1: C1CCC(CC1)NC(=O)N(CCCl)N=O. Drug 2: CC1=C(C=C(C=C1)NC(=O)C2=CC=C(C=C2)CN3CCN(CC3)C)NC4=NC=CC(=N4)C5=CN=CC=C5. Cell line: HCT-15. Synergy scores: CSS=29.5, Synergy_ZIP=-0.194, Synergy_Bliss=6.52, Synergy_Loewe=5.35, Synergy_HSA=5.37. (3) Drug 1: C1CCC(CC1)NC(=O)N(CCCl)N=O. Drug 2: C1=C(C(=O)NC(=O)N1)F. Cell line: MALME-3M. Synergy scores: CSS=41.8, Synergy_ZIP=3.70, Synergy_Bliss=5.29, Synergy_Loewe=3.95, Synergy_HSA=7.61. (4) Drug 1: CC12CCC(CC1=CCC3C2CCC4(C3CC=C4C5=CN=CC=C5)C)O. Drug 2: CN(CC1=CN=C2C(=N1)C(=NC(=N2)N)N)C3=CC=C(C=C3)C(=O)NC(CCC(=O)O)C(=O)O. Cell line: NCI/ADR-RES. Synergy scores: CSS=15.6, Synergy_ZIP=-4.60, Synergy_Bliss=-3.20, Synergy_Loewe=-13.6, Synergy_HSA=-3.16. (5) Drug 1: CC(C1=C(C=CC(=C1Cl)F)Cl)OC2=C(N=CC(=C2)C3=CN(N=C3)C4CCNCC4)N. Drug 2: CNC(=O)C1=CC=CC=C1SC2=CC3=C(C=C2)C(=NN3)C=CC4=CC=CC=N4. Cell line: SF-295. Synergy scores: CSS=21.4, Synergy_ZIP=-2.87, Synergy_Bliss=2.13, Synergy_Loewe=-8.63, Synergy_HSA=4.11. (6) Synergy scores: CSS=1.31, Synergy_ZIP=0.188, Synergy_Bliss=1.18, Synergy_Loewe=-0.323, Synergy_HSA=-0.0979. Drug 2: CC(C)CN1C=NC2=C1C3=CC=CC=C3N=C2N. Drug 1: CC12CCC3C(C1CCC2O)C(CC4=C3C=CC(=C4)O)CCCCCCCCCS(=O)CCCC(C(F)(F)F)(F)F. Cell line: RXF 393.